From a dataset of Full USPTO retrosynthesis dataset with 1.9M reactions from patents (1976-2016). Predict the reactants needed to synthesize the given product. (1) Given the product [CH3:17][O:18][C:19]1[CH:27]=[C:26]([C:28]([F:29])([F:30])[F:31])[CH:25]=[CH:24][C:20]=1[C:21]1[O:14][C:13]([C:3]2[C:4]([C:7]3[CH:12]=[CH:11][CH:10]=[CH:9][CH:8]=3)=[N:5][O:6][C:2]=2[CH3:1])=[N:15][N:16]=1, predict the reactants needed to synthesize it. The reactants are: [CH3:1][C:2]1[O:6][N:5]=[C:4]([C:7]2[CH:12]=[CH:11][CH:10]=[CH:9][CH:8]=2)[C:3]=1[C:13]([NH:15][NH2:16])=[O:14].[CH3:17][O:18][C:19]1[CH:27]=[C:26]([C:28]([F:31])([F:30])[F:29])[CH:25]=[CH:24][C:20]=1[C:21](O)=O. (2) Given the product [N:1]([C:15]1[CH:16]=[C:17]([C:22]([OH:25])=[CH:23][CH:24]=1)[C:18]([O:20][CH3:21])=[O:19])=[N:3][C:4]1[CH:5]=[C:6]([C:11]([OH:14])=[CH:12][CH:13]=1)[C:7]([O:9][CH3:10])=[O:8], predict the reactants needed to synthesize it. The reactants are: [N+:1]([C:15]1[CH:16]=[C:17]([C:22]([OH:25])=[CH:23][CH:24]=1)[C:18]([O:20][CH3:21])=[O:19])(=[N:3][C:4]1[CH:5]=[C:6]([C:11]([OH:14])=[CH:12][CH:13]=1)[C:7]([O:9][CH3:10])=[O:8])[O-]. (3) Given the product [CH3:1][C@@H:2]1[NH:3][CH2:4][CH2:5][N:6]([C:15]([C:16]2[CH:21]=[CH:20][CH:19]=[CH:18][CH:17]=2)([C:28]2[CH:29]=[CH:30][CH:31]=[CH:32][CH:33]=2)[C:22]2[CH:23]=[CH:24][CH:25]=[CH:26][CH:27]=2)[CH2:7]1, predict the reactants needed to synthesize it. The reactants are: [CH3:1][CH:2]1[CH2:7][NH:6][CH2:5][CH2:4][NH:3]1.C(N(CC)CC)C.[C:15](Cl)([C:28]1[CH:33]=[CH:32][CH:31]=[CH:30][CH:29]=1)([C:22]1[CH:27]=[CH:26][CH:25]=[CH:24][CH:23]=1)[C:16]1[CH:21]=[CH:20][CH:19]=[CH:18][CH:17]=1. (4) Given the product [CH3:15][C:13]1[CH:12]=[CH:11][N:10]=[C:9]([S:8]([F:25])(=[O:23])=[O:16])[CH:14]=1, predict the reactants needed to synthesize it. The reactants are: C([S:8][C:9]1[CH:14]=[C:13]([CH3:15])[CH:12]=[CH:11][N:10]=1)C1C=CC=CC=1.[OH2:16].ClN1C(=[O:23])CCC1=O.[F-:25].[K+].